From a dataset of Forward reaction prediction with 1.9M reactions from USPTO patents (1976-2016). Predict the product of the given reaction. (1) Given the reactants Cl.[CH3:2][N:3]1[CH2:8][CH2:7][N:6]([C:9]2[CH:14]=[C:13]([C:15]3[CH:24]=[C:23]4[C:18]([CH2:19][CH2:20][NH:21][CH2:22]4)=[CH:17][CH:16]=3)[N:12]=[C:11]([NH2:25])[N:10]=2)[CH2:5][CH2:4]1.F[C:27]1[N:32]=[CH:31][C:30]([C:33]2[CH:42]=[CH:41][C:36]([C:37]([NH:39][CH3:40])=[O:38])=[CH:35][CH:34]=2)=[CH:29][CH:28]=1, predict the reaction product. The product is: [NH2:25][C:11]1[N:12]=[C:13]([C:15]2[CH:24]=[C:23]3[C:18]([CH2:19][CH2:20][N:21]([C:27]4[N:32]=[CH:31][C:30]([C:33]5[CH:42]=[CH:41][C:36]([C:37]([NH:39][CH3:40])=[O:38])=[CH:35][CH:34]=5)=[CH:29][CH:28]=4)[CH2:22]3)=[CH:17][CH:16]=2)[CH:14]=[C:9]([N:6]2[CH2:5][CH2:4][N:3]([CH3:2])[CH2:8][CH2:7]2)[N:10]=1. (2) Given the reactants [Cl:1][C:2]1[CH:3]=[CH:4][C:5]([S:31]([CH2:34][CH3:35])(=[O:33])=[O:32])=[C:6]([CH:30]=1)[NH:7][N:8]1[C:17](=[O:18])[C:16]2[C:11](=[CH:12][C:13]([CH2:23][N:24]3[CH2:29][CH2:28][NH:27][CH2:26][CH2:25]3)=[C:14]([C:19]([F:22])([F:21])[F:20])[CH:15]=2)[N:10]=[CH:9]1.[CH2:36]=O, predict the reaction product. The product is: [Cl:1][C:2]1[CH:3]=[CH:4][C:5]([S:31]([CH2:34][CH3:35])(=[O:32])=[O:33])=[C:6]([CH:30]=1)[NH:7][N:8]1[C:17](=[O:18])[C:16]2[C:11](=[CH:12][C:13]([CH2:23][N:24]3[CH2:25][CH2:26][N:27]([CH3:36])[CH2:28][CH2:29]3)=[C:14]([C:19]([F:22])([F:21])[F:20])[CH:15]=2)[N:10]=[CH:9]1. (3) Given the reactants [C-:1]#[N:2].[K+].[NH:4]1[CH2:9][CH2:8][O:7][CH2:6][CH2:5]1.[O:10]1[C:14]2([CH2:19][CH2:18][CH:17]([CH:20]=O)[CH2:16][CH2:15]2)[O:13][CH2:12][CH2:11]1.C(OCC)(=O)C, predict the reaction product. The product is: [O:7]1[CH2:8][CH2:9][N:4]([CH:20]([CH:17]2[CH2:16][CH2:15][C:14]3([O:10][CH2:11][CH2:12][O:13]3)[CH2:19][CH2:18]2)[C:1]#[N:2])[CH2:5][CH2:6]1.